This data is from Forward reaction prediction with 1.9M reactions from USPTO patents (1976-2016). The task is: Predict the product of the given reaction. (1) Given the reactants [CH3:1][C:2]1([CH2:7][CH2:8][CH2:9][CH2:10][N:11]2[CH:15]=[C:14]([NH2:16])[CH:13]=[N:12]2)[O:6]CCO1.[CH3:17][O:18][C:19]1[CH:24]=[CH:23][C:22]([C:25]2[O:29][CH:28]=[N:27][C:26]=2[C:30](O)=[O:31])=[CH:21][CH:20]=1, predict the reaction product. The product is: [O:6]=[C:2]([CH3:1])[CH2:7][CH2:8][CH2:9][CH2:10][N:11]1[CH:15]=[C:14]([NH:16][C:30]([C:26]2[N:27]=[CH:28][O:29][C:25]=2[C:22]2[CH:23]=[CH:24][C:19]([O:18][CH3:17])=[CH:20][CH:21]=2)=[O:31])[CH:13]=[N:12]1. (2) Given the reactants [Cl:1][C:2]1[N:3]=[N:4][C:5]([Cl:8])=[CH:6][CH:7]=1.[C:9](O)(=O)[CH2:10]C.S(=O)(=O)(O)O.S(OOS([O-])(=O)=O)([O-])(=O)=O.[NH4+].[NH4+].[OH-].[NH4+], predict the reaction product. The product is: [Cl:1][C:2]1[N:3]=[N:4][C:5]([Cl:8])=[CH:6][C:7]=1[CH2:9][CH3:10].